Dataset: Full USPTO retrosynthesis dataset with 1.9M reactions from patents (1976-2016). Task: Predict the reactants needed to synthesize the given product. Given the product [Cl:1][C:2]1[N:7]=[C:6]([O:18][CH2:17][C:14]2[CH:13]=[CH:12][C:11]([O:10][CH3:9])=[CH:16][CH:15]=2)[CH:5]=[CH:4][N:3]=1, predict the reactants needed to synthesize it. The reactants are: [Cl:1][C:2]1[N:7]=[C:6](Cl)[CH:5]=[CH:4][N:3]=1.[CH3:9][O:10][C:11]1[CH:12]=[CH:13][C:14]([CH2:17][OH:18])=[CH:15][CH:16]=1.[OH-].[K+].